Dataset: Peptide-MHC class I binding affinity with 185,985 pairs from IEDB/IMGT. Task: Regression. Given a peptide amino acid sequence and an MHC pseudo amino acid sequence, predict their binding affinity value. This is MHC class I binding data. (1) The binding affinity (normalized) is 0.0847. The peptide sequence is KEKDMTKEF. The MHC is HLA-A02:01 with pseudo-sequence HLA-A02:01. (2) The peptide sequence is ATDALMTGY. The MHC is HLA-B35:01 with pseudo-sequence HLA-B35:01. The binding affinity (normalized) is 0.0294. (3) The peptide sequence is YINMAWNLV. The MHC is HLA-A11:01 with pseudo-sequence HLA-A11:01. The binding affinity (normalized) is 0.0847. (4) The peptide sequence is STFTFPGIY. The MHC is HLA-A02:16 with pseudo-sequence HLA-A02:16. The binding affinity (normalized) is 0.0847.